Dataset: Peptide-MHC class II binding affinity with 134,281 pairs from IEDB. Task: Regression. Given a peptide amino acid sequence and an MHC pseudo amino acid sequence, predict their binding affinity value. This is MHC class II binding data. The peptide sequence is VEDEARRMWASAQNI. The MHC is DRB1_0802 with pseudo-sequence DRB1_0802. The binding affinity (normalized) is 0.189.